Dataset: Full USPTO retrosynthesis dataset with 1.9M reactions from patents (1976-2016). Task: Predict the reactants needed to synthesize the given product. (1) The reactants are: OC(CCSC)C#[N:4].[OH:9][CH:10]([CH2:14][CH2:15][CH3:16])[C:11]([OH:13])=[S:12]. Given the product [OH:9][CH:10]([CH2:14][CH2:15][CH3:16])[C:11]([O-:13])=[S:12].[NH4+:4], predict the reactants needed to synthesize it. (2) The reactants are: I(C1C=CC=CC=1C(O)=O)(=O)=O.[OH:13][CH2:14][CH:15]1[CH2:20][CH2:19][N:18]([C:21]([O:23][C:24]([CH3:27])([CH3:26])[CH3:25])=[O:22])[CH2:17][CH2:16]1. Given the product [CH:14]([CH:15]1[CH2:20][CH2:19][N:18]([C:21]([O:23][C:24]([CH3:27])([CH3:26])[CH3:25])=[O:22])[CH2:17][CH2:16]1)=[O:13], predict the reactants needed to synthesize it.